Dataset: Experimentally validated miRNA-target interactions with 360,000+ pairs, plus equal number of negative samples. Task: Binary Classification. Given a miRNA mature sequence and a target amino acid sequence, predict their likelihood of interaction. The miRNA is hsa-miR-548ay-5p with sequence AAAAGUAAUUGUGGUUUUUGC. The protein sequence of the target gene is MGGAVSAGEDNDDLIDNLKEAQYIRTERVEQAFRAIDRGDYYLEGYRDNAYKDLAWKHGNIHLSAPCIYSEVMEALKLQPGLSFLNLGSGTGYLSTMVGLILGPFGINHGIELHSDVVEYAKEKLESFIKNSDSFDKFEFCEPAFVVGNCLQIASDSHQYDRIYCGAGVQKDHENYMKILLKVGGILVMPIEDQLTQIMRTGQNTWESKNILAVSFAPLVQPSKNDNGKPDSVGLPPCAVRNLQDLARIYIRRTLRNFINDEMQAKGIPQRAPPKRKRKRVKQRINTYVFVGNQLIPQPL.... Result: 1 (interaction).